Task: Predict the reaction yield, written as a fraction of the theoretical maximum amount of product (1.0 means a 100% yield; for example, 0.34 means a 34% yield).. Dataset: Reaction yield outcomes from USPTO patents with 853,638 reactions (1) The reactants are Br[C:2]1[CH:7]=[CH:6][C:5]([CH:8]([OH:13])[C:9]([F:12])([F:11])[F:10])=[CH:4][CH:3]=1.[C:14]1([CH3:23])[CH:19]=[CH:18][CH:17]=[C:16](B(O)O)[CH:15]=1.C([O-])([O-])=O.[K+].[K+].CCO. The catalyst is [Pd].C(Cl)Cl.O. The product is [F:10][C:9]([F:12])([F:11])[CH:8]([C:5]1[CH:6]=[CH:7][CH:2]=[CH:3][C:4]=1[C:16]1[CH:17]=[CH:18][CH:19]=[C:14]([CH3:23])[CH:15]=1)[OH:13]. The yield is 0.720. (2) The reactants are [OH:1][CH:2]([C:6]1[CH:11]=[CH:10][C:9]([C:12]2[N:16]=[C:15]([C:17]3[O:21][N:20]=[C:19]([C:22]4[CH:27]=[CH:26][CH:25]=[CH:24][CH:23]=4)[C:18]=3[C:28]([F:31])([F:30])[F:29])[O:14][N:13]=2)=[CH:8][CH:7]=1)[C:3]([OH:5])=O.CN1CC[O:36]CC1.[NH2:39][CH2:40][CH2:41][CH2:42][N:43]1[CH:47]=[CH:46][N:45]=[CH:44]1.CN(C(ON1N=NC2C=CC=NC1=2)=[N+](C)C)C.F[P-](F)(F)(F)(F)F.CN([CH:75]=[O:76])C. No catalyst specified. The yield is 0.196. The product is [N:43]1([CH2:42][CH2:41][CH2:40][NH:39][C:3](=[O:5])[CH:2]([OH:1])[C:6]2[CH:11]=[CH:10][C:9]([C:12]3[N:16]=[C:15]([C:17]4[O:21][N:20]=[C:19]([C:22]5[CH:23]=[CH:24][CH:25]=[CH:26][CH:27]=5)[C:18]=4[C:28]([F:29])([F:30])[F:31])[O:14][N:13]=3)=[CH:8][CH:7]=2)[CH:47]=[CH:46][N:45]=[CH:44]1.[C:75]([OH:76])([C:28]([F:31])([F:30])[F:29])=[O:36]. (3) The reactants are [CH2:1]([NH:3][C:4]1[N:9]=[C:8]([NH2:10])[C:7]([O:11][C:12]2[CH:17]=[CH:16][C:15]([O:18][CH3:19])=[CH:14][C:13]=2[CH:20]([CH3:22])[CH3:21])=[CH:6][N:5]=1)[CH3:2].[CH3:23][S:24](O[S:24]([CH3:23])(=[O:26])=[O:25])(=[O:26])=[O:25].FC(F)(F)S(O)(=O)=O.C([O-])(O)=O.[Na+]. No catalyst specified. The product is [CH2:1]([NH:3][C:4]1[N:9]=[C:8]([NH2:10])[C:7]([O:11][C:12]2[CH:17]=[C:16]([S:24]([CH3:23])(=[O:26])=[O:25])[C:15]([O:18][CH3:19])=[CH:14][C:13]=2[CH:20]([CH3:21])[CH3:22])=[CH:6][N:5]=1)[CH3:2]. The yield is 0.230. (4) The reactants are C[O:2][C:3]1[C:8]2[NH:9][C:10]([C:12]3[S:13][CH:14]=[CH:15][CH:16]=3)=[N:11][C:7]=2[C:6]([C:17]([NH:19][CH2:20][CH2:21][N:22]2[CH2:27][CH2:26][N:25](C([O-])=O)[CH2:24][CH2:23]2)=[O:18])=[CH:5][CH:4]=1.B(Br)(Br)Br. No catalyst specified. The product is [OH:2][C:3]1[C:8]2[NH:9][C:10]([C:12]3[S:13][CH:14]=[CH:15][CH:16]=3)=[N:11][C:7]=2[C:6]([C:17]([NH:19][CH2:20][CH2:21][N:22]2[CH2:23][CH2:24][NH:25][CH2:26][CH2:27]2)=[O:18])=[CH:5][CH:4]=1. The yield is 0.320.